The task is: Predict the reaction yield, written as a fraction of the theoretical maximum amount of product (1.0 means a 100% yield; for example, 0.34 means a 34% yield).. This data is from Reaction yield outcomes from USPTO patents with 853,638 reactions. (1) The reactants are [Cl:1][C:2]1[CH:3]=[C:4]([NH:8][C:9]2[N:14]=[CH:13][N:12]=[C:11]([C:15]3[CH:20]=[CH:19][N:18]=C(C#N)[CH:16]=3)[N:10]=2)[CH:5]=[CH:6][CH:7]=1.[OH-:23].[Na+].Cl.[CH2:26]([OH:28])[CH3:27]. The catalyst is O. The product is [Cl:1][C:2]1[CH:3]=[C:4]([NH:8][C:9]2[N:14]=[CH:13][N:12]=[C:11]([C:15]3[CH:20]=[CH:19][N:18]=[C:27]([C:26]([OH:23])=[O:28])[CH:16]=3)[N:10]=2)[CH:5]=[CH:6][CH:7]=1. The yield is 0.810. (2) The reactants are [F:1][C:2]1[C:3]([CH2:24][N:25](C)[C:26](=O)OC(C)(C)C)=[CH:4][N:5]([S:14]([C:17]2[CH:18]=[N:19][C:20]([CH3:23])=[CH:21][CH:22]=2)(=[O:16])=[O:15])[C:6]=1[C:7]1[C:8]([F:13])=[N:9][CH:10]=[CH:11][CH:12]=1.C(OCC)(=O)C.Cl. The catalyst is C(OCC)(=O)C.CC(O)C. The product is [F:1][C:2]1[C:3]([CH2:24][NH:25][CH3:26])=[CH:4][N:5]([S:14]([C:17]2[CH:18]=[N:19][C:20]([CH3:23])=[CH:21][CH:22]=2)(=[O:16])=[O:15])[C:6]=1[C:7]1[C:8]([F:13])=[N:9][CH:10]=[CH:11][CH:12]=1. The yield is 0.910. (3) The reactants are [C:1]([O:4][C:5]1[CH:13]=[CH:12][C:11]([Cl:14])=[CH:10][C:6]=1[C:7]([OH:9])=O)(=[O:3])[CH3:2].[CH3:15][O:16][C:17]1[C:26]2[C:21](=[CH:22][CH:23]=[CH:24][CH:25]=2)[CH:20]=[C:19]([NH2:27])[CH:18]=1. No catalyst specified. The product is [C:1]([O:4][C:5]1[CH:13]=[CH:12][C:11]([Cl:14])=[CH:10][C:6]=1[C:7]([NH:27][C:19]1[CH:18]=[C:17]([O:16][CH3:15])[C:26]2[C:21]([CH:20]=1)=[CH:22][CH:23]=[CH:24][CH:25]=2)=[O:9])(=[O:3])[CH3:2]. The yield is 0.399. (4) The reactants are [C:1]([C:3]1[CH:19]=[CH:18][C:6]([O:7][C:8]2[CH:9]=[CH:10][C:11]3[B:15]([OH:16])[O:14][CH2:13][C:12]=3[CH:17]=2)=[CH:5][C:4]=1[OH:20])#[N:2].[H-].[Na+].Br[CH2:24][C:25]([O:27][CH2:28][CH3:29])=[O:26]. The catalyst is C1COCC1. The product is [CH2:28]([O:27][C:25](=[O:26])[CH2:24][O:20][C:4]1[CH:5]=[C:6]([O:7][C:8]2[CH:9]=[CH:10][C:11]3[B:15]([OH:16])[O:14][CH2:13][C:12]=3[CH:17]=2)[CH:18]=[CH:19][C:3]=1[C:1]#[N:2])[CH3:29]. The yield is 0.810. (5) The reactants are BrC1C=CC=C(CO)N=1.Br[C:11]1[CH:12]=[C:13]([CH2:17][OH:18])[CH:14]=[N:15][CH:16]=1.N1NN=CC=1.[N:24]1[N:25]=[CH:26][NH:27][CH:28]=1. No catalyst specified. The product is [N:24]1([C:11]2[CH:12]=[C:13]([CH2:17][OH:18])[CH:14]=[N:15][CH:16]=2)[CH:28]=[N:27][CH:26]=[N:25]1. The yield is 0.720.